From a dataset of CYP2C19 inhibition data for predicting drug metabolism from PubChem BioAssay. Regression/Classification. Given a drug SMILES string, predict its absorption, distribution, metabolism, or excretion properties. Task type varies by dataset: regression for continuous measurements (e.g., permeability, clearance, half-life) or binary classification for categorical outcomes (e.g., BBB penetration, CYP inhibition). Dataset: cyp2c19_veith. (1) The drug is C/C(O)=C(/C#N)C(=O)Nc1cc(Br)ccc1Br. The result is 0 (non-inhibitor). (2) The compound is O=C(Nc1ccccc1)N1CC[C@@]2(CCCN(C(=O)c3cccc(F)c3)C2)C1. The result is 0 (non-inhibitor).